From a dataset of Catalyst prediction with 721,799 reactions and 888 catalyst types from USPTO. Predict which catalyst facilitates the given reaction. (1) Reactant: C(NC(C)C)(C)C.C([Li])CCC.CCCCCC.[N:19]1[CH:24]=[CH:23][C:22]([CH3:25])=[CH:21][CH:20]=1.CC1N([C:30]([C:32]2[C:37]([Cl:38])=[CH:36][CH:35]=[CH:34][CH:33]=2)=[O:31])C1. Product: [Cl:38][C:37]1[CH:36]=[CH:35][CH:34]=[CH:33][C:32]=1[C:30](=[O:31])[CH2:25][C:22]1[CH:23]=[CH:24][N:19]=[CH:20][CH:21]=1. The catalyst class is: 30. (2) Reactant: C([N:8]1[CH2:12][CH2:11][CH2:10][C@@H:9]1[C:13]([OH:16])([CH3:15])[CH3:14])C1C=CC=CC=1.CC(O)=O. Product: [NH:8]1[CH2:12][CH2:11][CH2:10][C@@H:9]1[C:13]([OH:16])([CH3:15])[CH3:14]. The catalyst class is: 105. (3) Reactant: [F:1][C:2]([F:36])([F:35])[C:3]1[CH:4]=[C:5]([C:13]([CH3:34])([CH3:33])[C:14]([N:16]([C:18]2[CH:19]=[N:20][C:21](Cl)=[CH:22][C:23]=2[C:24]2[CH:29]=[CH:28][C:27]([F:30])=[CH:26][C:25]=2[CH3:31])[CH3:17])=[O:15])[CH:6]=[C:7]([C:9]([F:12])([F:11])[F:10])[CH:8]=1.[CH2:37]1[CH:42]2[C:43](=[O:47])[NH:44][CH2:45][CH2:46][N:41]2[CH2:40][CH2:39][O:38]1.CNCCNC.C(=O)([O-])[O-].[Cs+].[Cs+]. Product: [F:1][C:2]([F:36])([F:35])[C:3]1[CH:4]=[C:5]([C:13]([CH3:34])([CH3:33])[C:14]([N:16]([C:18]2[CH:19]=[N:20][C:21]([N:44]3[CH2:45][CH2:46][N:41]4[CH:42]([CH2:37][O:38][CH2:39][CH2:40]4)[C:43]3=[O:47])=[CH:22][C:23]=2[C:24]2[CH:29]=[CH:28][C:27]([F:30])=[CH:26][C:25]=2[CH3:31])[CH3:17])=[O:15])[CH:6]=[C:7]([C:9]([F:12])([F:11])[F:10])[CH:8]=1. The catalyst class is: 830. (4) Reactant: [Cl:1][C:2]1[CH:8]=[CH:7][C:6]([C:9]([N:11]2[C:20]3[C:15](=[CH:16][CH:17]=[CH:18][CH:19]=3)[CH2:14][CH2:13][CH2:12]2)=[O:10])=[CH:5][C:3]=1[NH2:4].[N:21]([C:24]1[CH:33]=[CH:32][CH:31]=[CH:30][C:25]=1[C:26]([O:28][CH3:29])=[O:27])=[C:22]=[O:23].Cl. Product: [Cl:1][C:2]1[CH:8]=[CH:7][C:6]([C:9]([N:11]2[C:20]3[C:15](=[CH:16][CH:17]=[CH:18][CH:19]=3)[CH2:14][CH2:13][CH2:12]2)=[O:10])=[CH:5][C:3]=1[NH:4][C:22]([NH:21][C:24]1[CH:33]=[CH:32][CH:31]=[CH:30][C:25]=1[C:26]([O:28][CH3:29])=[O:27])=[O:23]. The catalyst class is: 230. (5) Reactant: [NH2:1][C:2]1[CH:3]=[C:4]([F:58])[C:5]([S:52]([CH:55]([CH3:57])[CH3:56])(=[O:54])=[O:53])=[C:6]([CH2:8][N:9]([CH3:51])[C:10]([CH:12]([NH:24][C:25]2[CH:26]=[C:27]3[C:32](=[C:33]([F:35])[CH:34]=2)[C:31]([N:36]([C:44]([O:46][C:47]([CH3:50])([CH3:49])[CH3:48])=[O:45])[C:37](=[O:43])[O:38][C:39]([CH3:42])([CH3:41])[CH3:40])=[N:30][CH:29]=[CH:28]3)[C:13]2[CH:18]=[CH:17][C:16]([C@@H:19]([CH3:22])[CH2:20][OH:21])=[C:15]([CH3:23])[CH:14]=2)=[O:11])[CH:7]=1.[C:59](Cl)(Cl)=[O:60]. Product: [C:39]([O:38][C:37]([N:36]([C:31]1[C:32]2[C:27](=[CH:26][C:25]([NH:24][C@H:12]3[C:10](=[O:11])[N:9]([CH3:51])[CH2:8][C:6]4[CH:7]=[C:2]([CH:3]=[C:4]([F:58])[C:5]=4[S:52]([CH:55]([CH3:57])[CH3:56])(=[O:53])=[O:54])[NH:1][C:59](=[O:60])[O:21][CH2:20][C@H:19]([CH3:22])[C:16]4[CH:17]=[CH:18][C:13]3=[CH:14][C:15]=4[CH3:23])=[CH:34][C:33]=2[F:35])[CH:28]=[CH:29][N:30]=1)[C:44](=[O:45])[O:46][C:47]([CH3:48])([CH3:49])[CH3:50])=[O:43])([CH3:42])([CH3:40])[CH3:41]. The catalyst class is: 245. (6) Reactant: [O:1]=[S:2]1(=[O:49])[CH2:7][CH2:6][N:5]([CH2:8][CH2:9][NH:10][C@:11]23[CH2:45][CH2:44][C@@H:43]([C:46]([CH3:48])=[CH2:47])[C@@H:12]2[C@@H:13]2[C@@:26]([CH3:29])([CH2:27][CH2:28]3)[C@@:25]3([CH3:30])[C@@H:16]([C@:17]4([CH3:42])[C@@H:22]([CH2:23][CH2:24]3)[C:21]([CH3:32])([CH3:31])[C:20]([CH2:33][CH2:34][C:35]([CH3:41])([CH3:40])[CH2:36][C:37](O)=[O:38])=[CH:19][CH2:18]4)[CH2:15][CH2:14]2)[CH2:4][CH2:3]1.C(Cl)CCl.C1C=CC2N(O)N=NC=2C=1.C(N(CC)C(C)C)(C)C.[N:73]#[C:74][NH2:75]. Product: [C:74]([NH:75][C:37](=[O:38])[CH2:36][C:35]([CH3:41])([CH3:40])[CH2:34][CH2:33][C:20]1[C:21]([CH3:32])([CH3:31])[C@H:22]2[C@:17]([CH3:42])([CH2:18][CH:19]=1)[C@@H:16]1[C@:25]([CH3:30])([C@@:26]3([CH3:29])[C@H:13]([CH2:14][CH2:15]1)[C@H:12]1[C@H:43]([C:46]([CH3:48])=[CH2:47])[CH2:44][CH2:45][C@:11]1([NH:10][CH2:9][CH2:8][N:5]1[CH2:4][CH2:3][S:2](=[O:49])(=[O:1])[CH2:7][CH2:6]1)[CH2:28][CH2:27]3)[CH2:24][CH2:23]2)#[N:73]. The catalyst class is: 3. (7) The catalyst class is: 17. Product: [C:11]([O:10][C@@H:9]1[C@H:8]([CH2:19][O:20][C:21](=[O:28])[C:22]2[CH:23]=[CH:24][CH:25]=[CH:26][CH:27]=2)[O:7][C@H:6]([N:29]2[CH:37]=[N:36][C:35]3[C:30]2=[N:31][CH:32]=[N:33][C:34]=3[NH2:38])[C@H:5]1[OH:4])(=[O:18])[C:12]1[CH:13]=[CH:14][CH:15]=[CH:16][CH:17]=1. Reactant: C([O:4][C@H:5]1[C@H:9]([O:10][C:11](=[O:18])[C:12]2[CH:17]=[CH:16][CH:15]=[CH:14][CH:13]=2)[C@H:8]([CH2:19][O:20][C:21](=[O:28])[C:22]2[CH:27]=[CH:26][CH:25]=[CH:24][CH:23]=2)[O:7][C@@H:6]1[N:29]1[CH:37]=[N:36][C:35]2[C:30]1=[N:31][CH:32]=[N:33][C:34]=2[NH2:38])(=O)C.O.NN. (8) Reactant: [H-].[Na+].[Cl:3][C:4]1[CH:9]=[CH:8][C:7]([CH:10]([C:32]2[CH:33]=[N:34][NH:35][CH:36]=2)[N:11]2[CH:16]=[CH:15][C:14]([C:17]3[C:22]([F:23])=[CH:21][N:20]=[C:19]([NH:24][CH:25]4[CH2:30][CH2:29][O:28][CH2:27][CH2:26]4)[N:18]=3)=[CH:13][C:12]2=[O:31])=[CH:6][C:5]=1[F:37].[CH3:38]I. Product: [Cl:3][C:4]1[CH:9]=[CH:8][C:7]([CH:10]([C:32]2[CH:36]=[N:35][N:34]([CH3:38])[CH:33]=2)[N:11]2[CH:16]=[CH:15][C:14]([C:17]3[C:22]([F:23])=[CH:21][N:20]=[C:19]([NH:24][CH:25]4[CH2:30][CH2:29][O:28][CH2:27][CH2:26]4)[N:18]=3)=[CH:13][C:12]2=[O:31])=[CH:6][C:5]=1[F:37]. The catalyst class is: 3.